From a dataset of Peptide-MHC class II binding affinity with 134,281 pairs from IEDB. Regression. Given a peptide amino acid sequence and an MHC pseudo amino acid sequence, predict their binding affinity value. This is MHC class II binding data. (1) The MHC is HLA-DQA10501-DQB10301 with pseudo-sequence HLA-DQA10501-DQB10301. The binding affinity (normalized) is 0.245. The peptide sequence is AQGPKATFEAMYLGT. (2) The peptide sequence is LVGPTPVNIIGRNLLTQIGC. The MHC is HLA-DQA10301-DQB10302 with pseudo-sequence HLA-DQA10301-DQB10302. The binding affinity (normalized) is 0. (3) The peptide sequence is GQIGNDPNRDIL. The MHC is DRB1_0301 with pseudo-sequence DRB1_0301. The binding affinity (normalized) is 0.536. (4) The peptide sequence is AFFSWSLSDPKGNDM. The MHC is DRB1_0101 with pseudo-sequence DRB1_0101. The binding affinity (normalized) is 0.671. (5) The peptide sequence is NSTKQVAILKRQAEP. The MHC is DRB1_0101 with pseudo-sequence DRB1_0101. The binding affinity (normalized) is 0.211. (6) The peptide sequence is NQAFRNIVNMLHGVR. The MHC is DRB1_0901 with pseudo-sequence DRB1_0901. The binding affinity (normalized) is 0.354. (7) The MHC is DRB1_0701 with pseudo-sequence DRB1_0701. The peptide sequence is EKKYFNATQFEPLAA. The binding affinity (normalized) is 0.767. (8) The peptide sequence is NCKSCWQKFDSLVRC. The MHC is DRB1_0101 with pseudo-sequence DRB1_0101. The binding affinity (normalized) is 0.523. (9) The peptide sequence is SQDLELSWNLVGLQAY. The MHC is DRB1_1302 with pseudo-sequence DRB1_1302. The binding affinity (normalized) is 0.642. (10) The peptide sequence is EWATPFPHRKGVLFN. The MHC is DRB3_0101 with pseudo-sequence DRB3_0101. The binding affinity (normalized) is 0.350.